This data is from Forward reaction prediction with 1.9M reactions from USPTO patents (1976-2016). The task is: Predict the product of the given reaction. (1) Given the reactants [CH3:1][C@@H:2]1[C:7](=[CH2:8])[C:6](=[O:9])[CH2:5][C@H:4]([C:10]2[CH:15]=[CH:14][N:13]=[CH:12][C:11]=2[N+:16]([O-:18])=[O:17])[O:3]1.O.O.O.O.O.O.O.[Cl-].[Ce+3].[Cl-].[Cl-].[BH4-].[Na+], predict the reaction product. The product is: [CH3:1][C@@H:2]1[C:7](=[CH2:8])[C@H:6]([OH:9])[CH2:5][C@H:4]([C:10]2[CH:15]=[CH:14][N:13]=[CH:12][C:11]=2[N+:16]([O-:18])=[O:17])[O:3]1. (2) Given the reactants [N:1]1[C:11]2[C:10](=O)[CH2:9][CH2:8][C:7](=[O:13])[NH:6][C:5]=2[CH:4]=[CH:3][CH:2]=1.Cl.[CH3:15][O:16][C:17]1[CH:22]=[CH:21][C:20]([NH:23]N)=[CH:19][CH:18]=1.C([O-])(=O)C.[Na+], predict the reaction product. The product is: [CH3:15][O:16][C:17]1[CH:18]=[C:19]2[C:20](=[CH:21][CH:22]=1)[NH:23][C:10]1[C:11]3[N:1]=[CH:2][CH:3]=[CH:4][C:5]=3[NH:6][C:7](=[O:13])[CH2:8][C:9]2=1. (3) Given the reactants C(OC([N:11]1[CH2:16][CH2:15][CH:14]([C:17](=[O:36])[NH:18][C:19]2[CH:24]=[C:23]([C:25]3[CH:30]=[CH:29][CH:28]=[CH:27][C:26]=3[O:31][CH2:32][CH:33]3[CH2:35][CH2:34]3)[N:22]=[CH:21][N:20]=2)[CH2:13][CH2:12]1)=O)C1C=CC=CC=1, predict the reaction product. The product is: [CH:33]1([CH2:32][O:31][C:26]2[CH:27]=[CH:28][CH:29]=[CH:30][C:25]=2[C:23]2[N:22]=[CH:21][N:20]=[C:19]([NH:18][C:17]([CH:14]3[CH2:13][CH2:12][NH:11][CH2:16][CH2:15]3)=[O:36])[CH:24]=2)[CH2:34][CH2:35]1. (4) Given the reactants [C:1]([O:5][C@@H:6]([C:11]1[C:40]([CH3:41])=[C:39]([CH:42]=O)[C:38]2=[N:44][C:35]3=[CH:36][N:37]2[C:12]=1[N:13]1[CH2:49][CH2:48][C:16]([CH3:50])([O:17][CH2:18][CH2:19][CH2:20][CH2:21][C@H:22]([CH3:47])[O:23][C:24]2[CH:25]=[CH:26][C:27]([F:46])=[CH:28][C:29]=2[C:30]2[CH:45]=[C:34]3[CH:33]=[CH:32][CH:31]=2)[CH2:15][CH2:14]1)[C:7]([O:9][CH3:10])=[O:8])([CH3:4])([CH3:3])[CH3:2].[CH3:51][CH:52]([NH2:54])[CH3:53].C([BH3-])#N.[Na+], predict the reaction product. The product is: [C:1]([O:5][C@@H:6]([C:11]1[C:40]([CH3:41])=[C:39]([CH2:42][NH:54][CH:52]([CH3:53])[CH3:51])[C:38]2=[N:44][C:35]3=[CH:36][N:37]2[C:12]=1[N:13]1[CH2:49][CH2:48][C:16]([CH3:50])([O:17][CH2:18][CH2:19][CH2:20][CH2:21][C@H:22]([CH3:47])[O:23][C:24]2[CH:25]=[CH:26][C:27]([F:46])=[CH:28][C:29]=2[C:30]2[CH:45]=[C:34]3[CH:33]=[CH:32][CH:31]=2)[CH2:15][CH2:14]1)[C:7]([O:9][CH3:10])=[O:8])([CH3:4])([CH3:2])[CH3:3]. (5) Given the reactants [Si]([O:8][C@H:9]([CH3:32])[CH2:10][N:11]([C:22]1[CH:27]=[CH:26][C:25]([O:28][CH3:29])=[C:24]([C:30]#[N:31])[CH:23]=1)[C:12]([C:14]1[C:15]([Cl:21])=[N:16][CH:17]=[N:18][C:19]=1[Cl:20])=[O:13])(C(C)(C)C)(C)C, predict the reaction product. The product is: [Cl:20][C:19]1[C:14]([C:12]([N:11]([C:22]2[CH:27]=[CH:26][C:25]([O:28][CH3:29])=[C:24]([C:30]#[N:31])[CH:23]=2)[CH2:10][C@H:9]([OH:8])[CH3:32])=[O:13])=[C:15]([Cl:21])[N:16]=[CH:17][N:18]=1. (6) Given the reactants Cl[C:2]1[C:11]2[C:6](=[C:7]([O:14][CH3:15])[CH:8]=[C:9]([O:12][CH3:13])[CH:10]=2)[C:5]([CH2:16][CH3:17])=[N:4][N:3]=1.[NH2:18][CH:19]1[CH2:24][CH2:23][N:22]([CH2:25][C:26]2[CH:31]=[CH:30][CH:29]=[CH:28][CH:27]=2)[CH2:21][CH2:20]1, predict the reaction product. The product is: [CH2:25]([N:22]1[CH2:23][CH2:24][CH:19]([NH:18][C:2]2[C:11]3[C:6](=[C:7]([O:14][CH3:15])[CH:8]=[C:9]([O:12][CH3:13])[CH:10]=3)[C:5]([CH2:16][CH3:17])=[N:4][N:3]=2)[CH2:20][CH2:21]1)[C:26]1[CH:27]=[CH:28][CH:29]=[CH:30][CH:31]=1. (7) Given the reactants C([O:3][C:4](=[O:20])[CH:5]([O:17][CH2:18][CH3:19])[CH2:6][C:7]1[CH:12]=[CH:11][C:10]([O:13][CH2:14][CH2:15][NH2:16])=[CH:9][CH:8]=1)C.[C:21](Cl)(=O)[CH2:22][CH2:23][CH2:24][CH3:25].FC1C(F)=C(F)C(F)=C2C(=O)OC(=O)C=12.[F:43][C:44]1[CH:49]=[C:48]([F:50])[CH:47]=[CH:46][C:45]=1[N:51]=[C:52]=[O:53], predict the reaction product. The product is: [F:43][C:44]1[CH:49]=[C:48]([F:50])[CH:47]=[CH:46][C:45]=1[NH:51][C:52](=[O:53])[N:16]([CH2:15][CH2:14][O:13][C:10]1[CH:9]=[CH:8][C:7]([CH2:6][CH:5]([O:17][CH2:18][CH3:19])[C:4]([OH:3])=[O:20])=[CH:12][CH:11]=1)[CH2:21][CH2:22][CH2:23][CH2:24][CH3:25]. (8) The product is: [F:25][C:4]1[CH:3]=[C:2]([NH:1][C:47]([NH:49][C:50](=[O:58])[CH2:51][C:52]2[CH:53]=[CH:54][CH:55]=[CH:56][CH:57]=2)=[S:48])[CH:24]=[CH:23][C:5]=1[O:6][C:7]1[C:8]2[CH:15]=[C:14]([C:16]([N:18]3[CH2:22][CH2:21][CH2:20][CH2:19]3)=[O:17])[S:13][C:9]=2[N:10]=[CH:11][N:12]=1. Given the reactants [NH2:1][C:2]1[CH:24]=[CH:23][C:5]([O:6][C:7]2[C:8]3[CH:15]=[C:14]([C:16]([N:18]4[CH2:22][CH2:21][CH2:20][CH2:19]4)=[O:17])[S:13][C:9]=3[N:10]=[CH:11][N:12]=2)=[C:4]([F:25])[CH:3]=1.CN(C)C(C1SC2C(=NC=CC=2OC2C=CC(N[C:47]([NH:49][C:50](=[O:58])[CH2:51][C:52]3[CH:57]=[CH:56][CH:55]=[CH:54][CH:53]=3)=[S:48])=CC=2F)C=1)=O, predict the reaction product. (9) The product is: [CH2:31]([O:30][CH2:29][CH2:28][CH2:27][CH2:26][CH2:25][CH2:24][CH2:23][CH2:22][CH2:21][CH2:20][CH2:19][CH2:18][CH2:17][CH2:16][CH2:15][C:14](=[O:38])[CH3:3])[C:32]1[CH:33]=[CH:34][CH:35]=[CH:36][CH:37]=1. Given the reactants [H-].[Na+].[CH2:3](Br)C1C=CC=CC=1.CON(C)[C:14](=[O:38])[CH2:15][CH2:16][CH2:17][CH2:18][CH2:19][CH2:20][CH2:21][CH2:22][CH2:23][CH2:24][CH2:25][CH2:26][CH2:27][CH2:28][CH2:29][O:30][CH2:31][C:32]1[CH:37]=[CH:36][CH:35]=[CH:34][CH:33]=1.C[Li], predict the reaction product. (10) Given the reactants [C:1]([CH:3]1[CH2:5][NH:4]1)#[N:2].C(N(CC)CC)C.Cl[C:14]([O:16][C:17]1[CH:22]=[CH:21][C:20]([N+:23]([O-:25])=[O:24])=[CH:19][CH:18]=1)=[O:15], predict the reaction product. The product is: [C:1]([CH:3]1[CH2:5][N:4]1[C:14]([O:16][C:17]1[CH:18]=[CH:19][C:20]([N+:23]([O-:25])=[O:24])=[CH:21][CH:22]=1)=[O:15])#[N:2].